Dataset: Forward reaction prediction with 1.9M reactions from USPTO patents (1976-2016). Task: Predict the product of the given reaction. (1) Given the reactants Cl[C:2]1[CH:12]=[CH:11][C:5]([C:6]([N:8]([CH3:10])[CH3:9])=[O:7])=[CH:4][N:3]=1.[NH:13]1[CH2:18][CH2:17][NH:16][CH2:15][CH2:14]1.CC(C)([O-])C.[Na+].CC(C1C=C(C(C)C)C(C2C(P(C3CCCCC3)C3CCCCC3)=C(OC)C=CC=2OC)=C(C(C)C)C=1)C, predict the reaction product. The product is: [CH3:9][N:8]([CH3:10])[C:6]([C:5]1[CH:4]=[N:3][C:2]([N:13]2[CH2:18][CH2:17][NH:16][CH2:15][CH2:14]2)=[CH:12][CH:11]=1)=[O:7]. (2) Given the reactants C(O)(C(F)(F)F)=O.[CH2:8]([O:10][P:11]([C:14]1[CH:19]=[CH:18][C:17]([NH:20][C:21]2[CH:26]=[C:25]([O:27][C:28]3[C:37]4[C:32](=[CH:33][CH:34]=[CH:35][CH:36]=4)[C:31]([NH:38]C(=O)OC(C)(C)C)=[CH:30][CH:29]=3)[CH:24]=[CH:23][N:22]=2)=[CH:16][C:15]=1[CH3:46])([CH3:13])=[O:12])[CH3:9], predict the reaction product. The product is: [NH2:38][C:31]1[C:32]2[C:37](=[CH:36][CH:35]=[CH:34][CH:33]=2)[C:28]([O:27][C:25]2[CH:24]=[CH:23][N:22]=[C:21]([NH:20][C:17]3[CH:18]=[CH:19][C:14]([P:11]([CH3:13])(=[O:12])[O:10][CH2:8][CH3:9])=[C:15]([CH3:46])[CH:16]=3)[CH:26]=2)=[CH:29][CH:30]=1. (3) Given the reactants Cl.[NH:2]1[C:6]2[CH:7]=[CH:8][CH:9]=[CH:10][C:5]=2[N:4]=[C:3]1[C@H:11]([NH2:21])[CH2:12][C:13]1[CH:18]=[CH:17][C:16]([O:19][CH3:20])=[CH:15][CH:14]=1.[NH2:22][CH2:23][CH2:24][C:25]#[N:26].[C:27](O)(C(F)(F)F)=[O:28], predict the reaction product. The product is: [NH:2]1[C:6]2[CH:7]=[CH:8][CH:9]=[CH:10][C:5]=2[N:4]=[C:3]1[C@H:11]([NH:21][C:27]([NH:26][CH2:25][CH2:24][C:23]#[N:22])=[O:28])[CH2:12][C:13]1[CH:18]=[CH:17][C:16]([O:19][CH3:20])=[CH:15][CH:14]=1. (4) Given the reactants C1(C(C2C=CC=CC=2)[N:8]2[CH2:11][C:10]([OH:15])([C:12]([OH:14])=[O:13])[CH2:9]2)C=CC=CC=1.[ClH:22].O1CCOCC1.[H][H], predict the reaction product. The product is: [ClH:22].[OH:15][C:10]1([C:12]([OH:14])=[O:13])[CH2:11][NH:8][CH2:9]1. (5) Given the reactants [CH2:1](Br)[CH:2]1[O:6][CH2:5][CH2:4][CH2:3]1.[N:8]1([CH2:13][CH2:14][O:15][C:16]2[CH:21]=[CH:20][C:19]([NH:22][C:23]3[N:38]=[C:26]4[CH:27]=[CH:28][CH:29]=[C:30]([C:31]5[CH:32]=[C:33]([OH:37])[CH:34]=[CH:35][CH:36]=5)[N:25]4[N:24]=3)=[CH:18][CH:17]=2)[CH2:12][CH2:11][CH2:10][CH2:9]1.C(=O)([O-])[O-].[K+].[K+], predict the reaction product. The product is: [N:8]1([CH2:13][CH2:14][O:15][C:16]2[CH:21]=[CH:20][C:19]([NH:22][C:23]3[N:38]=[C:26]4[CH:27]=[CH:28][CH:29]=[C:30]([C:31]5[CH:36]=[CH:35][CH:34]=[C:33]([O:37][CH2:1][CH:2]6[CH2:3][CH2:4][CH2:5][O:6]6)[CH:32]=5)[N:25]4[N:24]=3)=[CH:18][CH:17]=2)[CH2:9][CH2:10][CH2:11][CH2:12]1. (6) Given the reactants [O:1]1[C:10]2[C:5](=[CH:6][CH:7]=[C:8]([OH:11])[CH:9]=2)[CH2:4][CH2:3][CH2:2]1.[Br:12][CH2:13][CH2:14][CH2:15][CH2:16]Br.C(=O)([O-])[O-].[Cs+].[Cs+], predict the reaction product. The product is: [Br:12][CH2:13][CH2:14][CH2:15][CH2:16][O:11][C:8]1[CH:9]=[C:10]2[C:5]([CH2:4][CH2:3][CH2:2][O:1]2)=[CH:6][CH:7]=1. (7) Given the reactants [C:1]([C:5]1[N:9]([CH2:10][CH:11]2[CH2:16][CH2:15][CH2:14][CH2:13][CH2:12]2)[C:8]2[CH:17]=[CH:18][C:19]([N:21]([CH3:34])[S:22]([C:25]3[CH:30]=[CH:29][C:28]([N+:31]([O-])=O)=[CH:27][CH:26]=3)(=[O:24])=[O:23])=[CH:20][C:7]=2[N:6]=1)([CH3:4])([CH3:3])[CH3:2], predict the reaction product. The product is: [NH2:31][C:28]1[CH:29]=[CH:30][C:25]([S:22]([N:21]([C:19]2[CH:18]=[CH:17][C:8]3[N:9]([CH2:10][CH:11]4[CH2:16][CH2:15][CH2:14][CH2:13][CH2:12]4)[C:5]([C:1]([CH3:4])([CH3:3])[CH3:2])=[N:6][C:7]=3[CH:20]=2)[CH3:34])(=[O:24])=[O:23])=[CH:26][CH:27]=1. (8) The product is: [OH:13][C@@H:10]1[CH2:11][CH2:12][N:8]([C:4](=[O:6])[CH2:3][N+:1]#[C-:2])[CH2:9]1. Given the reactants [N+:1]([CH2:3][C:4]([O:6]C)=O)#[C-:2].[NH:8]1[CH2:12][CH2:11][C@@H:10]([OH:13])[CH2:9]1, predict the reaction product.